Dataset: CYP2C19 inhibition data for predicting drug metabolism from PubChem BioAssay. Task: Regression/Classification. Given a drug SMILES string, predict its absorption, distribution, metabolism, or excretion properties. Task type varies by dataset: regression for continuous measurements (e.g., permeability, clearance, half-life) or binary classification for categorical outcomes (e.g., BBB penetration, CYP inhibition). Dataset: cyp2c19_veith. (1) The molecule is CO/N=C(\C(=O)N[C@@H]1C(=O)N2C(C(=O)[O-])=C(CSc3nc(=O)c([O-])nn3C)CS[C@@H]12)c1csc(N)n1.[Na+].[Na+]. The result is 0 (non-inhibitor). (2) The drug is CCOC(=O)C1=C2SCC(=O)N2C(N)=C(C#N)C1. The result is 1 (inhibitor). (3) The result is 1 (inhibitor). The compound is Fc1cc2nc(-c3ccncc3)[nH]c2cc1F. (4) The drug is Cc1ccc(NC(=O)CSCC(=O)Nc2ccc(N3CCOCC3)c(Cl)c2)cc1. The result is 1 (inhibitor).